This data is from Reaction yield outcomes from USPTO patents with 853,638 reactions. The task is: Predict the reaction yield, written as a fraction of the theoretical maximum amount of product (1.0 means a 100% yield; for example, 0.34 means a 34% yield). (1) The reactants are [Br:1][C:2]1[C:11]2[C:6](=[C:7](C3C=C(C(F)(F)F)C=CC=3C([O-])=O)[CH:8]=[C:9]([O:12]C)[CH:10]=2)[C:5](=[O:27])[N:4]([C:28]2[CH:33]=[CH:32][C:31]([O:34]C(=O)C3C=CC(C(F)(F)F)=CC=3)=[C:30]([F:47])[CH:29]=2)[CH:3]=1.ClC1C=CC=CC=1.B(Br)(Br)Br.[OH2:59]. The catalyst is CO. The product is [Br:1][C:2]1[C:11]2[C:6](=[C:7]([OH:59])[CH:8]=[C:9]([OH:12])[CH:10]=2)[C:5](=[O:27])[N:4]([C:28]2[CH:33]=[CH:32][C:31]([OH:34])=[C:30]([F:47])[CH:29]=2)[CH:3]=1. The yield is 0.482. (2) The yield is 0.920. The product is [OH:1][CH2:2][C@H:3]1[C:17](=[O:19])[N:12]2[CH:11]([CH2:16][S:15][CH2:14][CH2:13]2)[C:9](=[O:10])[NH:8]1. The reactants are [OH:1][CH2:2][C@H:3]([NH:8][C:9]([CH:11]1[CH2:16][S:15][CH2:14][CH2:13][N:12]1[C:17]([O:19]C(C)(C)C)=O)=[O:10])C(OC)=O.C(O)(C(F)(F)F)=O. The catalyst is ClCCl. (3) The reactants are C(O[C:6](=O)[NH:7][CH:8]1[CH2:13][CH2:12][CH:11]([NH2:14])[CH2:10][CH2:9]1)(C)(C)C.[H-].[Al+3].[Li+].[H-].[H-].[H-].C1COCC1.[OH-].[Na+]. The catalyst is O. The product is [CH3:6][NH:7][CH:8]1[CH2:13][CH2:12][CH:11]([NH2:14])[CH2:10][CH2:9]1. The yield is 0.840.